Dataset: Catalyst prediction with 721,799 reactions and 888 catalyst types from USPTO. Task: Predict which catalyst facilitates the given reaction. (1) Reactant: [CH3:1][C:2]1[C:14]([N+:15]([O-])=O)=[C:13]([CH3:18])[C:12]2[C:11]3[C:6](=[CH:7][CH:8]=[CH:9][CH:10]=3)[N:5]([CH:19]([CH3:21])[CH3:20])[C:4]=2[CH:3]=1.[CH3:22][CH2:23][O:24][C:25]([CH3:27])=[O:26]. Product: [CH3:22][CH2:23][O:24][C:25]([CH3:27])=[O:26].[CH3:12][CH2:4][CH2:3][CH:2]([CH3:14])[CH3:1].[NH2:15][C:14]1[C:2]([CH3:1])=[CH:3][C:4]2[N:5]([CH:19]([CH3:20])[CH3:21])[C:6]3[C:11]([C:12]=2[C:13]=1[CH3:18])=[CH:10][CH:9]=[CH:8][CH:7]=3. The catalyst class is: 45. (2) Reactant: C[O:2][C:3](=[O:41])[C@@H:4]([NH:11][C:12]([C:14]1[CH:18]=[C:17]([O:19][CH2:20][C:21]([N:23]2[CH2:27][CH2:26][CH2:25][C@H:24]2[C:28](=[O:34])[NH:29][CH:30]2[CH2:33][CH2:32][CH2:31]2)=[O:22])[N:16]([C:35]2[CH:40]=[CH:39][CH:38]=[CH:37][CH:36]=2)[N:15]=1)=[O:13])[CH:5]1[CH2:10][CH2:9][CH2:8][CH2:7][CH2:6]1.[OH-].[Li+].Cl. Product: [CH:30]1([NH:29][C:28]([C@@H:24]2[CH2:25][CH2:26][CH2:27][N:23]2[C:21](=[O:22])[CH2:20][O:19][C:17]2[N:16]([C:35]3[CH:36]=[CH:37][CH:38]=[CH:39][CH:40]=3)[N:15]=[C:14]([C:12]([NH:11][C@@H:4]([CH:5]3[CH2:10][CH2:9][CH2:8][CH2:7][CH2:6]3)[C:3]([OH:41])=[O:2])=[O:13])[CH:18]=2)=[O:34])[CH2:33][CH2:32][CH2:31]1. The catalyst class is: 20.